This data is from Full USPTO retrosynthesis dataset with 1.9M reactions from patents (1976-2016). The task is: Predict the reactants needed to synthesize the given product. (1) The reactants are: [C:1]([O:5][C:6]([N:8]1[CH2:12][CH2:11][CH2:10][C@H:9]1[C@H:13]([O:19][CH3:20])[C@@H:14]([CH3:18])[C:15]([OH:17])=O)=[O:7])([CH3:4])([CH3:3])[CH3:2].Cl.[C:22]1([CH2:28][C@@H:29]([C:31]2[S:32][CH:33]=[CH:34][N:35]=2)[NH2:30])[CH:27]=[CH:26][CH:25]=[CH:24][CH:23]=1.C(P(C#N)(CC)=O)C.C(N(CC)CC)C. Given the product [CH3:20][O:19][C@@H:13]([C@@H:9]1[CH2:10][CH2:11][CH2:12][N:8]1[C:6]([O:5][C:1]([CH3:2])([CH3:3])[CH3:4])=[O:7])[C@@H:14]([CH3:18])[C:15](=[O:17])[NH:30][C@H:29]([C:31]1[S:32][CH:33]=[CH:34][N:35]=1)[CH2:28][C:22]1[CH:27]=[CH:26][CH:25]=[CH:24][CH:23]=1, predict the reactants needed to synthesize it. (2) Given the product [CH:13]([O:12][C:8]1[C:7]([O:16][CH:17]([CH3:19])[CH3:18])=[CH:6][C:3]([C:4]#[N:5])=[C:2]([S:20][C:21]2[CH:22]=[CH:23][C:24]([C:27]([N:29]3[CH2:30][CH2:31][O:32][CH2:33][CH2:34]3)=[O:28])=[CH:25][CH:26]=2)[C:9]=1[C:10]#[N:11])([CH3:15])[CH3:14], predict the reactants needed to synthesize it. The reactants are: Br[C:2]1[C:9]([C:10]#[N:11])=[C:8]([O:12][CH:13]([CH3:15])[CH3:14])[C:7]([O:16][CH:17]([CH3:19])[CH3:18])=[CH:6][C:3]=1[C:4]#[N:5].[SH:20][C:21]1[CH:26]=[CH:25][C:24]([C:27]([N:29]2[CH2:34][CH2:33][O:32][CH2:31][CH2:30]2)=[O:28])=[CH:23][CH:22]=1.C(NC(C)C)(C)C.C1C=CC(P(C2C(OC3C(P(C4C=CC=CC=4)C4C=CC=CC=4)=CC=CC=3)=CC=CC=2)C2C=CC=CC=2)=CC=1. (3) Given the product [CH2:1]([C:8]1([OH:27])[CH2:13][CH2:12][N:11]([CH2:14][CH2:15][NH:16][C:17]([NH:19][C:20]2[CH:25]=[CH:24][N:23]=[C:22]([CH2:37][C:38]3[CH:43]=[CH:42][CH:41]=[CH:40][CH:39]=3)[CH:21]=2)=[O:18])[CH2:10][CH2:9]1)[C:2]1[CH:7]=[CH:6][CH:5]=[CH:4][CH:3]=1, predict the reactants needed to synthesize it. The reactants are: [CH2:1]([C:8]1([OH:27])[CH2:13][CH2:12][N:11]([CH2:14][CH2:15][NH:16][C:17]([NH:19][C:20]2[CH:25]=[CH:24][N:23]=[C:22](Cl)[CH:21]=2)=[O:18])[CH2:10][CH2:9]1)[C:2]1[CH:7]=[CH:6][CH:5]=[CH:4][CH:3]=1.B1([CH2:37][C:38]2[CH:43]=[CH:42][CH:41]=[CH:40][CH:39]=2)C2CCCC1CCC2.C1(P(C2C=CC=CC=2)C2C=CC=CC=2)C=CC=CC=1.C([O-])([O-])=O.[K+].[K+]. (4) Given the product [CH2:1]([O:8][C:9](=[O:29])[CH2:10][C:11]1[CH:12]=[CH:13][C:14]([O:20][CH2:21][C:22]2[C:23]([CH3:28])=[N:24][O:25][C:26]=2[CH3:27])=[C:15]([CH:19]=1)[C:16]([O:18][CH3:32])=[O:17])[C:2]1[CH:7]=[CH:6][CH:5]=[CH:4][CH:3]=1, predict the reactants needed to synthesize it. The reactants are: [CH2:1]([O:8][C:9](=[O:29])[CH2:10][C:11]1[CH:12]=[CH:13][C:14]([O:20][CH2:21][C:22]2[C:23]([CH3:28])=[N:24][O:25][C:26]=2[CH3:27])=[C:15]([CH:19]=1)[C:16]([OH:18])=[O:17])[C:2]1[CH:7]=[CH:6][CH:5]=[CH:4][CH:3]=1.IC.[C:32]([O-])([O-])=O.[Na+].[Na+]. (5) Given the product [CH3:19][O:18][C:12]1[CH:11]=[C:10]([CH:15]=[CH:14][C:13]=1[O:16][CH3:17])[CH2:9][NH:8][C:6]1[N:5]2[N:20]=[C:21]([C:23]3[O:24][CH:25]=[CH:26][CH:27]=3)[N:22]=[C:4]2[CH:3]=[C:2]([C:31]2[CH:32]=[CH:33][CH:34]=[CH:35][C:30]=2[CH:28]=[O:29])[N:7]=1, predict the reactants needed to synthesize it. The reactants are: Cl[C:2]1[N:7]=[C:6]([NH:8][CH2:9][C:10]2[CH:15]=[CH:14][C:13]([O:16][CH3:17])=[C:12]([O:18][CH3:19])[CH:11]=2)[N:5]2[N:20]=[C:21]([C:23]3[O:24][CH:25]=[CH:26][CH:27]=3)[N:22]=[C:4]2[CH:3]=1.[CH:28]([C:30]1[CH:35]=[CH:34][CH:33]=[CH:32][C:31]=1OB(O)O)=[O:29].C(=O)([O-])[O-].[Na+].[Na+].CCCCCC. (6) Given the product [OH:18][CH2:17][CH2:16][CH2:15][CH2:14][CH2:13][NH:12][S:8]([C:4]1[CH:5]=[CH:6][CH:7]=[C:2]([Br:1])[CH:3]=1)(=[O:10])=[O:9], predict the reactants needed to synthesize it. The reactants are: [Br:1][C:2]1[CH:3]=[C:4]([S:8](Cl)(=[O:10])=[O:9])[CH:5]=[CH:6][CH:7]=1.[NH2:12][CH2:13][CH2:14][CH2:15][CH2:16][CH2:17][OH:18]. (7) Given the product [CH3:26][O:27][C:28](=[O:36])[C:29]1[CH:34]=[CH:33][C:32]([NH:35][C:8](=[O:10])[CH:7]([N:11]2[C:16](=[O:17])[CH:15]=[C:14]([O:18][C:19]3[CH:24]=[CH:23][CH:22]=[CH:21][C:20]=3[F:25])[CH:13]=[N:12]2)[CH2:6][CH:1]2[CH2:2][CH2:3][CH2:4][CH2:5]2)=[N:31][CH:30]=1, predict the reactants needed to synthesize it. The reactants are: [CH:1]1([CH2:6][CH:7]([N:11]2[C:16](=[O:17])[CH:15]=[C:14]([O:18][C:19]3[CH:24]=[CH:23][CH:22]=[CH:21][C:20]=3[F:25])[CH:13]=[N:12]2)[C:8]([OH:10])=O)[CH2:5][CH2:4][CH2:3][CH2:2]1.[CH3:26][O:27][C:28](=[O:36])[C:29]1[CH:34]=[CH:33][C:32]([NH2:35])=[N:31][CH:30]=1. (8) Given the product [Cl:28][C:22]1[CH:23]=[C:24]([Cl:27])[CH:25]=[CH:26][C:21]=1[C:3]1[C:2]([N:1]2[C:36](=[O:37])[CH2:35][N:30]([CH3:29])[CH2:31][C:32]2=[O:33])=[CH:7][N:6]=[C:5]([NH:8][CH2:9][CH2:10][NH:11][C:12]2[CH:17]=[CH:16][C:15]([N+:18]([O-:20])=[O:19])=[CH:14][N:13]=2)[N:4]=1, predict the reactants needed to synthesize it. The reactants are: [NH2:1][C:2]1[C:3]([C:21]2[CH:26]=[CH:25][C:24]([Cl:27])=[CH:23][C:22]=2[Cl:28])=[N:4][C:5]([NH:8][CH2:9][CH2:10][NH:11][C:12]2[CH:17]=[CH:16][C:15]([N+:18]([O-:20])=[O:19])=[CH:14][N:13]=2)=[N:6][CH:7]=1.[CH3:29][N:30]([CH2:35][C:36](O)=[O:37])[CH2:31][C:32](O)=[O:33].CN(C(ON1N=NC2C=CC=CC1=2)=[N+](C)C)C.F[P-](F)(F)(F)(F)F.C(N(CC)C(C)C)(C)C. (9) Given the product [NH2:17][C:15]1[CH:14]=[C:9]([CH:8]=[C:7]([N:1]2[CH2:6][CH2:5][O:4][CH2:3][CH2:2]2)[CH:16]=1)[C:10]([OH:12])=[O:11], predict the reactants needed to synthesize it. The reactants are: [N:1]1([C:7]2[CH:8]=[C:9]([CH:14]=[C:15]([N+:17]([O-])=O)[CH:16]=2)[C:10]([O:12]C)=[O:11])[CH2:6][CH2:5][O:4][CH2:3][CH2:2]1.[OH-].[Na+].C(#N)C.O.C(O)(C(F)(F)F)=O. (10) The reactants are: [CH2:1]([NH2:4])[C:2]#[CH:3].C(N(CC)C(C)C)(C)C.[N:14]1[C:21](Cl)=[N:20][C:18](Cl)=[N:17][C:15]=1[Cl:16].Cl.[CH3:24][O:25][NH:26][CH3:27].C([O-])(O)=O.[Na+]. Given the product [Cl:16][C:15]1[N:14]=[C:21]([NH:4][CH2:1][C:2]#[CH:3])[N:20]=[C:18]([N:26]([CH3:27])[O:25][CH3:24])[N:17]=1, predict the reactants needed to synthesize it.